Predict the product of the given reaction. From a dataset of Forward reaction prediction with 1.9M reactions from USPTO patents (1976-2016). (1) Given the reactants C[O:2][C:3]([C:5]1[C:6]2[CH2:7][CH:8]([C:19]3[CH:24]=[CH:23][C:22]([OH:25])=[CH:21][CH:20]=3)[CH:9]3[CH2:18][CH2:17][CH2:16][CH:10]3[C:11]=2[CH:12]=[C:13]([OH:15])[CH:14]=1)=[O:4].[OH-].[Na+], predict the reaction product. The product is: [OH:15][C:13]1[CH:14]=[C:5]([C:3]([OH:4])=[O:2])[C:6]2[CH2:7][CH:8]([C:19]3[CH:24]=[CH:23][C:22]([OH:25])=[CH:21][CH:20]=3)[CH:9]3[CH2:18][CH2:17][CH2:16][CH:10]3[C:11]=2[CH:12]=1. (2) Given the reactants [CH:1]1([C:4]2[C:13]([CH:14]=O)=[CH:12][C:7]([C:8]([O:10][CH3:11])=[O:9])=[C:6]([CH3:16])[CH:5]=2)[CH2:3][CH2:2]1.[N:17]1[CH:22]=[CH:21][C:20]([NH2:23])=[C:19]([NH2:24])[CH:18]=1.C(O)C, predict the reaction product. The product is: [CH:1]1([C:4]2[C:13]([C:14]3[NH:24][C:19]4[CH:18]=[N:17][CH:22]=[CH:21][C:20]=4[N:23]=3)=[CH:12][C:7]([C:8]([O:10][CH3:11])=[O:9])=[C:6]([CH3:16])[CH:5]=2)[CH2:3][CH2:2]1.